Dataset: Reaction yield outcomes from USPTO patents with 853,638 reactions. Task: Predict the reaction yield, written as a fraction of the theoretical maximum amount of product (1.0 means a 100% yield; for example, 0.34 means a 34% yield). The reactants are [F:1][C:2]1[CH:24]=[C:23]([N+:25]([O-])=O)[CH:22]=[CH:21][C:3]=1[O:4][C:5]1[CH:10]=[CH:9][N:8]=[C:7]([NH:11][C:12]([N:14]2[CH2:19][CH2:18][N:17]([CH3:20])[CH2:16][CH2:15]2)=[O:13])[CH:6]=1. The product is [NH2:25][C:23]1[CH:22]=[CH:21][C:3]([O:4][C:5]2[CH:10]=[CH:9][N:8]=[C:7]([NH:11][C:12]([N:14]3[CH2:15][CH2:16][N:17]([CH3:20])[CH2:18][CH2:19]3)=[O:13])[CH:6]=2)=[C:2]([F:1])[CH:24]=1. The catalyst is CO.[C].[Pd]. The yield is 0.628.